From a dataset of Reaction yield outcomes from USPTO patents with 853,638 reactions. Predict the reaction yield, written as a fraction of the theoretical maximum amount of product (1.0 means a 100% yield; for example, 0.34 means a 34% yield). The catalyst is CN(C=O)C.O. The reactants are [CH:1]1([CH:4]([O:8][C:9]2[C:18]3[C:13](=[CH:14][CH:15]=[CH:16][CH:17]=3)[CH:12]=[CH:11][CH:10]=2)[C:5]([OH:7])=[O:6])[CH2:3][CH2:2]1.[C:19]1(O)C2C(=CC=CC=2)C=C[CH:20]=1.C([O-])([O-])=O.[K+].[K+].BrC(C1CC1)C(OCC)=O. The product is [CH:1]1([CH:4]([O:8][C:9]2[C:18]3[C:13](=[CH:14][CH:15]=[CH:16][CH:17]=3)[CH:12]=[CH:11][CH:10]=2)[C:5]([O:7][CH2:19][CH3:20])=[O:6])[CH2:3][CH2:2]1. The yield is 0.930.